From a dataset of Catalyst prediction with 721,799 reactions and 888 catalyst types from USPTO. Predict which catalyst facilitates the given reaction. Reactant: CO[C:3]([C:5]1[CH:14]=[CH:13][C:12]2[CH2:11][CH2:10][CH:9]([NH2:15])[CH2:8][C:7]=2[CH:6]=1)=[O:4].[F:16][C:17]1[CH:18]=[C:19]([S:23](Cl)(=[O:25])=[O:24])[CH:20]=[CH:21][CH:22]=1.[OH:27][NH2:28].[OH-].[K+]. Product: [OH:27][NH:28][C:3]([C:5]1[CH:14]=[CH:13][C:12]2[CH2:11][CH2:10][CH:9]([NH:15][S:23]([C:19]3[CH:20]=[CH:21][CH:22]=[C:17]([F:16])[CH:18]=3)(=[O:25])=[O:24])[CH2:8][C:7]=2[CH:6]=1)=[O:4]. The catalyst class is: 4.